From a dataset of Full USPTO retrosynthesis dataset with 1.9M reactions from patents (1976-2016). Predict the reactants needed to synthesize the given product. (1) Given the product [F:33][C:32]1[C:31]([O:34][CH3:35])=[CH:30][C:29]([O:36][CH3:37])=[C:28]([F:38])[C:27]=1[N:16]1[CH2:17][C:18]2[CH:23]=[N:22][C:21]3[NH:24][CH:25]=[CH:26][C:20]=3[C:19]=2[N:14]([C@@H:10]2[CH2:11][CH2:12][CH2:13][C@H:9]2[OH:8])[C:15]1=[O:39], predict the reactants needed to synthesize it. The reactants are: C([O:8][C@@H:9]1[CH2:13][CH2:12][CH2:11][C@H:10]1[N:14]1[C:19]2[C:20]3[CH:26]=[CH:25][NH:24][C:21]=3[N:22]=[CH:23][C:18]=2[CH2:17][N:16]([C:27]2[C:32]([F:33])=[C:31]([O:34][CH3:35])[CH:30]=[C:29]([O:36][CH3:37])[C:28]=2[F:38])[C:15]1=[O:39])C1C=CC=CC=1.[H][H]. (2) Given the product [CH3:13][O:14][C:15]1[CH:23]=[CH:22][C:18]([C:19]2[O:1][N:2]=[C:3]([C:5]3[C:10]([O:11][CH3:12])=[CH:9][CH:8]=[CH:7][N:6]=3)[N:4]=2)=[C:17]([OH:24])[CH:16]=1, predict the reactants needed to synthesize it. The reactants are: [OH:1][NH:2][C:3]([C:5]1[C:10]([O:11][CH3:12])=[CH:9][CH:8]=[CH:7][N:6]=1)=[NH:4].[CH3:13][O:14][C:15]1[CH:16]=[C:17]([OH:24])[C:18](=[CH:22][CH:23]=1)[C:19](O)=O. (3) Given the product [C:30]([O:29][C:28](=[O:34])[NH:1][C:2]1([C:9]2[CH:14]=[CH:13][CH:12]=[C:11]([C:15]([CH3:18])([CH3:17])[CH3:16])[CH:10]=2)[CH2:3][CH2:4][C:5](=[O:8])[CH2:6][CH2:7]1)([CH3:33])([CH3:32])[CH3:31], predict the reactants needed to synthesize it. The reactants are: [NH2:1][C:2]1([C:9]2[CH:14]=[CH:13][CH:12]=[C:11]([C:15]([CH3:18])([CH3:17])[CH3:16])[CH:10]=2)[CH2:7][CH2:6][C:5](=[O:8])[CH2:4][CH2:3]1.C(N(C(C)C)CC)(C)C.[C:28](=O)([O:34]C(C)(C)C)[O:29][C:30]([CH3:33])([CH3:32])[CH3:31]. (4) Given the product [CH3:1][O:2][C:3]1[CH:4]=[C:5]2[C:9](=[CH:10][CH:11]=1)[NH:8][CH:7]=[C:6]2[CH:15]1[CH2:16][CH2:17][NH:12][CH2:13][CH2:14]1, predict the reactants needed to synthesize it. The reactants are: [CH3:1][O:2][C:3]1[CH:4]=[C:5]2[C:9](=[CH:10][CH:11]=1)[NH:8][CH:7]=[CH:6]2.[NH:12]1[CH2:17][CH2:16][C:15](=O)[CH2:14][CH2:13]1. (5) The reactants are: [F:1][C:2]1[CH:7]=[C:6]([S:8][CH3:9])[CH:5]=[CH:4][C:3]=1[NH2:10].C(N(CC)CC)C.C[CH:19]([C:23](Cl)=[O:24])[C:20](Cl)=[O:21].CN([CH:29]=[O:30])C. Given the product [CH3:29][O:30][C:23](=[O:24])[CH2:19][C:20]([NH:10][C:3]1[CH:4]=[CH:5][C:6]([S:8][CH3:9])=[CH:7][C:2]=1[F:1])=[O:21], predict the reactants needed to synthesize it. (6) Given the product [Cl:19][C:10]1[C:9]2[S:14][CH:15]=[CH:16][C:8]=2[C:7]([C:1]2[CH:6]=[CH:5][CH:4]=[CH:3][CH:2]=2)=[N:12][N:11]=1, predict the reactants needed to synthesize it. The reactants are: [C:1]1([C:7]2[C:8]3[CH:16]=[CH:15][S:14][C:9]=3[C:10](=O)[NH:11][N:12]=2)[CH:6]=[CH:5][CH:4]=[CH:3][CH:2]=1.O=P(Cl)(Cl)[Cl:19].